This data is from Reaction yield outcomes from USPTO patents with 853,638 reactions. The task is: Predict the reaction yield, written as a fraction of the theoretical maximum amount of product (1.0 means a 100% yield; for example, 0.34 means a 34% yield). (1) The reactants are [Br:1][C:2]1[S:3][C:4]([NH:10][C:11]([O:13][CH:14]([CH3:16])[CH3:15])=[O:12])=[C:5]([C:7]([OH:9])=O)[N:6]=1.[CH2:17]([O:24][C:25](=[O:41])[NH:26][C@@H:27]1[CH2:33][CH2:32][CH2:31][N:30]([C:34]2[N:35]([CH3:40])[N:36]=[CH:37][C:38]=2[NH2:39])[CH2:29][CH2:28]1)[C:18]1[CH:23]=[CH:22][CH:21]=[CH:20][CH:19]=1.[CH3:42]N(C(ON1N=NC2C=CC=NC1=2)=[N+](C)C)C.F[P-](F)(F)(F)(F)F.C(N(CC)C(C)C)(C)C. The catalyst is CN(C)C=O.C(OCC)(=O)C. The product is [CH2:17]([O:24][C:25](=[O:41])[NH:26][C@@H:27]1[CH2:33][CH2:32][CH2:31][N:30]([C:34]2[N:35]([CH3:40])[N:36]=[CH:37][C:38]=2[NH:39][C:7]([C:5]2[N:6]=[C:2]([Br:1])[S:3][C:4]=2[NH:10][C:11]([O:13][C:14]([CH3:16])([CH3:42])[CH3:15])=[O:12])=[O:9])[CH2:29][CH2:28]1)[C:18]1[CH:19]=[CH:20][CH:21]=[CH:22][CH:23]=1. The yield is 0.797. (2) The reactants are [Li]CCCC.[CH:6]1([C:10]([O:12][CH2:13][CH3:14])=[O:11])[CH2:9][CH2:8][CH2:7]1.Br[CH2:16][CH2:17][CH:18]([Br:20])[CH3:19].[NH4+].[Cl-]. The catalyst is C1COCC1. The product is [Br:20][CH:18]([CH3:19])[CH2:17][CH2:16][C:6]1([C:10]([O:12][CH2:13][CH3:14])=[O:11])[CH2:9][CH2:8][CH2:7]1. The yield is 0.420. (3) The reactants are [C:1](#N)C.[F:4][C:5]1[CH:6]=[C:7]2[C:12](=[C:13]([O:16][CH3:17])[C:14]=1F)[N:11]([C@@H:18]1[CH2:20][C@@H:19]1[F:21])[CH:10]=[C:9]([C:22]([OH:24])=[O:23])[C:8]2=[O:25].Cl.Cl.C([CH:35]1[C:37]2([C@:41]([CH3:43])([NH2:42])[CH2:40]N[CH2:38]2)[CH2:36]1)C1C=CC=CC=1. The catalyst is C(N(CC)CC)C. The product is [OH2:16].[OH2:16].[NH2:42][C@:41]1([CH3:43])[C:37]2([CH2:36][CH2:35]2)[CH2:38][CH:1]([C:14]2[C:13]([O:16][CH3:17])=[C:12]3[C:7]([C:8](=[O:25])[C:9]([C:22]([OH:24])=[O:23])=[CH:10][N:11]3[C@@H:18]3[CH2:20][C@@H:19]3[F:21])=[CH:6][C:5]=2[F:4])[CH2:40]1. The yield is 0.910. (4) The yield is 0.890. The catalyst is C(Cl)Cl. The reactants are [F:1][C:2]1[CH:7]=[CH:6][C:5]([N:8]2[CH2:13][CH2:12][N:11]([S:14]([C:17]3[CH:18]=[C:19]([CH:23]4[CH2:28][CH2:27][N:26](C(OC(C)(C)C)=O)[CH2:25][CH2:24]4)[CH:20]=[CH:21][CH:22]=3)(=[O:16])=[O:15])[C@H:10]([CH3:36])[CH2:9]2)=[C:4]([C:37]([F:40])([F:39])[F:38])[CH:3]=1.C(O)(C(F)(F)F)=O. The product is [F:1][C:2]1[CH:7]=[CH:6][C:5]([N:8]2[CH2:13][CH2:12][N:11]([S:14]([C:17]3[CH:22]=[CH:21][CH:20]=[C:19]([CH:23]4[CH2:28][CH2:27][NH:26][CH2:25][CH2:24]4)[CH:18]=3)(=[O:16])=[O:15])[C@H:10]([CH3:36])[CH2:9]2)=[C:4]([C:37]([F:40])([F:38])[F:39])[CH:3]=1. (5) The product is [Cl:3][C@H:4]1[C@H:8]([CH2:9][CH2:10][CH2:11][C:12]2[S:16][C:15]([C:17]([OH:19])=[O:18])=[CH:14][CH:13]=2)[C@@H:7](/[CH:21]=[CH:22]/[C@@H:23]([OH:31])[CH2:24][CH2:25][CH2:26][CH2:27][C@H:28]([OH:30])[CH3:29])[C@H:6]([OH:32])[CH2:5]1. The reactants are [OH-].[Li+].[Cl:3][C@H:4]1[C@H:8]([CH2:9][CH2:10][CH2:11][C:12]2[S:16][C:15]([C:17]([O:19]C)=[O:18])=[CH:14][CH:13]=2)[C@@H:7](/[CH:21]=[CH:22]/[C@@H:23]([OH:31])[CH2:24][CH2:25][CH2:26][CH2:27][C@H:28]([OH:30])[CH3:29])[C@H:6]([OH:32])[CH2:5]1.Cl. The yield is 0.840. The catalyst is O.C1COCC1. (6) The reactants are [Cl:1][C:2]1[C:3]([C:8]2([CH3:15])[CH2:13][CH2:12][C:11](=[O:14])[CH2:10][CH2:9]2)=[N:4][CH:5]=[CH:6][CH:7]=1.[F:16][C:17]([F:36])([F:35])[S:18](N(C1C=CC=CC=1)[S:18]([C:17]([F:36])([F:35])[F:16])(=[O:20])=[O:19])(=[O:20])=[O:19].C[Si]([N-][Si](C)(C)C)(C)C.[Li+]. The catalyst is O1CCCC1.C(OCC)(=O)C.CCCCCC. The product is [F:16][C:17]([F:36])([F:35])[S:18]([O:14][C:11]1[CH2:10][CH2:9][C:8]([C:3]2[C:2]([Cl:1])=[CH:7][CH:6]=[CH:5][N:4]=2)([CH3:15])[CH2:13][CH:12]=1)(=[O:20])=[O:19]. The yield is 0.820. (7) The reactants are Cl[C:2]1[N:10]=[C:9]([Cl:11])[C:8]([CH:12]2[CH2:14][CH2:13]2)=[CH:7][C:3]=1[C:4]([NH2:6])=[O:5].[OH:15][CH2:16][CH2:17][CH2:18][C:19](=[O:21])[CH3:20].[H-].[Na+]. The catalyst is CN(C=O)C. The product is [Cl:11][C:9]1[C:8]([CH:12]2[CH2:14][CH2:13]2)=[CH:7][C:3]([C:4]([NH2:6])=[O:5])=[C:2]([O:15][CH2:16][CH2:17][CH2:18][C:19](=[O:21])[CH3:20])[N:10]=1. The yield is 0.194. (8) The reactants are C(OC1C=[C:11]([NH:23][CH2:24][C:25]2[CH:30]=[CH:29]C(F)=CC=2)N=NC=1OCC1C=CC=CC=1)C1C=CC=CC=1.[CH2:32]([O:39][C:40]1[N:41]=[N:42][C:43](Cl)=[CH:44][C:45]=1[O:46][CH2:47][C:48]1[CH:53]=[CH:52][CH:51]=[CH:50][CH:49]=1)[C:33]1[CH:38]=[CH:37][CH:36]=[CH:35][CH:34]=1.C1(CNC)CC1. No catalyst specified. The product is [CH2:47]([O:46][C:45]1[CH:44]=[C:43]([N:23]([CH2:24][CH:25]2[CH2:30][CH2:29]2)[CH3:11])[N:42]=[N:41][C:40]=1[O:39][CH2:32][C:33]1[CH:38]=[CH:37][CH:36]=[CH:35][CH:34]=1)[C:48]1[CH:53]=[CH:52][CH:51]=[CH:50][CH:49]=1. The yield is 0.170. (9) The reactants are [NH2:1][C@H:2]1[CH2:7][CH2:6][C@H:5]([NH:8][C:9]2[CH:10]=[C:11]([N:28]([CH:38]3[CH2:40][CH2:39]3)CC3C=CC(OC)=CC=3)[C:12]3[N:13]([C:15]([C:18]([NH:20][C:21]4[CH:26]=[CH:25][N:24]=[C:23]([F:27])[CH:22]=4)=[O:19])=[CH:16][N:17]=3)[N:14]=2)[CH2:4][CH2:3]1.CCN(C(C)C)C(C)C.Br[CH2:51][CH2:52][O:53][CH2:54][CH2:55]Br.C(O)(C(F)(F)F)=O. The catalyst is ClCCCl. The product is [CH:38]1([NH:28][C:11]2[C:12]3[N:13]([C:15]([C:18]([NH:20][C:21]4[CH:26]=[CH:25][N:24]=[C:23]([F:27])[CH:22]=4)=[O:19])=[CH:16][N:17]=3)[N:14]=[C:9]([NH:8][C@H:5]3[CH2:6][CH2:7][C@H:2]([N:1]4[CH2:55][CH2:54][O:53][CH2:52][CH2:51]4)[CH2:3][CH2:4]3)[CH:10]=2)[CH2:39][CH2:40]1. The yield is 0.400.